This data is from Reaction yield outcomes from USPTO patents with 853,638 reactions. The task is: Predict the reaction yield, written as a fraction of the theoretical maximum amount of product (1.0 means a 100% yield; for example, 0.34 means a 34% yield). The reactants are [CH2:1]([C:9]1([CH2:25][CH2:26][CH2:27][CH2:28][CH2:29][CH2:30][CH2:31][CH3:32])[C:21]2[CH:20]=[C:19](B(O)O)[CH:18]=[CH:17][C:16]=2[C:15]2[C:10]1=[CH:11][CH:12]=[CH:13][CH:14]=2)[CH2:2][CH2:3][CH2:4][CH2:5][CH2:6][CH2:7][CH3:8].[Br:33][C:34]1[CH:46]=[CH:45][C:44]2[C:43]3[C:38](=[CH:39][C:40](Br)=[CH:41][CH:42]=3)[C:37]([CH2:56][CH2:57][CH2:58][CH2:59][CH2:60][CH2:61][CH2:62][CH3:63])([CH2:48][CH2:49][CH2:50][CH2:51][CH2:52][CH2:53][CH2:54][CH3:55])[C:36]=2[CH:35]=1.C([O-])([O-])=O.[Na+].[Na+]. The catalyst is C1C=CC([P]([Pd]([P](C2C=CC=CC=2)(C2C=CC=CC=2)C2C=CC=CC=2)([P](C2C=CC=CC=2)(C2C=CC=CC=2)C2C=CC=CC=2)[P](C2C=CC=CC=2)(C2C=CC=CC=2)C2C=CC=CC=2)(C2C=CC=CC=2)C2C=CC=CC=2)=CC=1.C1(C)C=CC=CC=1. The product is [Br:33][C:34]1[CH:35]=[C:36]2[C:44]([C:43]3[CH:42]=[CH:41][C:40]([C:19]4[CH:18]=[CH:17][C:16]5[C:15]6[C:10](=[CH:11][CH:12]=[CH:13][CH:14]=6)[C:9]([CH2:25][CH2:26][CH2:27][CH2:28][CH2:29][CH2:30][CH2:31][CH3:32])([CH2:1][CH2:2][CH2:3][CH2:4][CH2:5][CH2:6][CH2:7][CH3:8])[C:21]=5[CH:20]=4)=[CH:39][C:38]=3[C:37]2([CH2:56][CH2:57][CH2:58][CH2:59][CH2:60][CH2:61][CH2:62][CH3:63])[CH2:48][CH2:49][CH2:50][CH2:51][CH2:52][CH2:53][CH2:54][CH3:55])=[CH:45][CH:46]=1. The yield is 0.660.